From a dataset of NCI-60 drug combinations with 297,098 pairs across 59 cell lines. Regression. Given two drug SMILES strings and cell line genomic features, predict the synergy score measuring deviation from expected non-interaction effect. Drug 1: C1=CN(C=N1)CC(O)(P(=O)(O)O)P(=O)(O)O. Drug 2: COCCOC1=C(C=C2C(=C1)C(=NC=N2)NC3=CC=CC(=C3)C#C)OCCOC.Cl. Cell line: CCRF-CEM. Synergy scores: CSS=-5.11, Synergy_ZIP=2.71, Synergy_Bliss=0.0576, Synergy_Loewe=-2.03, Synergy_HSA=-3.50.